This data is from Forward reaction prediction with 1.9M reactions from USPTO patents (1976-2016). The task is: Predict the product of the given reaction. (1) The product is: [Br:15][C:16]1[CH:25]=[C:24]([C:26]([F:28])([F:29])[F:27])[CH:23]=[C:22]2[C:17]=1[CH:18]=[CH:19][N:20]([CH2:2][C:3]1[CH:8]=[C:7]([Cl:9])[CH:6]=[CH:5][C:4]=1[S:10]([CH2:13][CH3:14])(=[O:12])=[O:11])[C:21]2=[O:30]. Given the reactants Br[CH2:2][C:3]1[CH:8]=[C:7]([Cl:9])[CH:6]=[CH:5][C:4]=1[S:10]([CH2:13][CH3:14])(=[O:12])=[O:11].[Br:15][C:16]1[CH:25]=[C:24]([C:26]([F:29])([F:28])[F:27])[CH:23]=[C:22]2[C:17]=1[CH:18]=[CH:19][NH:20][C:21]2=[O:30], predict the reaction product. (2) Given the reactants Br[C:2]1[CH:3]=[N:4][CH:5]=[C:6]([Br:8])[CH:7]=1.[NH2:9][CH:10]1[CH2:13][N:12]([C:14]([O:16][C:17]([CH3:20])([CH3:19])[CH3:18])=[O:15])[CH2:11]1.CC(C)([O-])C.[Na+], predict the reaction product. The product is: [Br:8][C:6]1[CH:7]=[C:2]([NH:9][CH:10]2[CH2:11][N:12]([C:14]([O:16][C:17]([CH3:20])([CH3:19])[CH3:18])=[O:15])[CH2:13]2)[CH:3]=[N:4][CH:5]=1. (3) The product is: [C:1]([N:8]1[CH2:13][CH2:12][CH2:11][CH:10]([CH2:14][N:15]([C:16]2[CH:17]=[N:18][CH:19]=[CH:20][CH:21]=2)[C:27]([C:23]2[O:22][CH:26]=[CH:25][CH:24]=2)=[O:28])[CH2:9]1)([O:3][C:4]([CH3:6])([CH3:7])[CH3:5])=[O:2]. Given the reactants [C:1]([N:8]1[CH2:13][CH2:12][CH2:11][CH:10]([CH2:14][NH:15][C:16]2[CH:17]=[N:18][CH:19]=[CH:20][CH:21]=2)[CH2:9]1)([O:3][C:4]([CH3:7])([CH3:6])[CH3:5])=[O:2].[O:22]1[CH:26]=[CH:25][CH:24]=[C:23]1[C:27](Cl)=[O:28], predict the reaction product. (4) Given the reactants [NH2:1][C:2]1[C:7]2[NH:8][C:9](=[S:19])[N:10]([CH2:11][CH2:12][NH:13][CH2:14][C:15]([CH3:18])([CH3:17])[CH3:16])[C:6]=2[CH:5]=[CH:4][N:3]=1.I[C:21]1[C:22]([C:30]#[N:31])=[CH:23][C:24]2[O:28][CH2:27][O:26][C:25]=2[CH:29]=1.CC1C=CC2C=CC3C=CC(C)=NC=3C=2N=1.O.CC([O-])(C)C.[Na+].C(NCCN1C2C=CN=C(N)C=2N=C1SC1C(C=C)=CC2OCOC=2C=1)C(C)(C)C, predict the reaction product. The product is: [NH2:1][C:2]1[C:7]2[N:8]=[C:9]([S:19][C:21]3[C:22]([C:30]#[N:31])=[CH:23][C:24]4[O:28][CH2:27][O:26][C:25]=4[CH:29]=3)[N:10]([CH2:11][CH2:12][NH:13][CH2:14][C:15]([CH3:16])([CH3:18])[CH3:17])[C:6]=2[CH:5]=[CH:4][N:3]=1. (5) Given the reactants C[O:2][C:3](=[O:35])[C:4]1[CH:9]=[C:8]([O:10][CH3:11])[CH:7]=[CH:6][C:5]=1[NH:12][C:13]1[N:17]([C:18]2[CH:23]=[CH:22][CH:21]=[CH:20][C:19]=2[CH3:24])[N:16]=[C:15]([CH3:25])[C:14]=1[C:26]1[CH:27]=[CH:28][C:29]2[S:33][CH:32]=[N:31][C:30]=2[CH:34]=1.[OH-].[Na+].Cl, predict the reaction product. The product is: [S:33]1[C:29]2[CH:28]=[CH:27][C:26]([C:14]3[C:15]([CH3:25])=[N:16][N:17]([C:18]4[CH:23]=[CH:22][CH:21]=[CH:20][C:19]=4[CH3:24])[C:13]=3[NH:12][C:5]3[CH:6]=[CH:7][C:8]([O:10][CH3:11])=[CH:9][C:4]=3[C:3]([OH:35])=[O:2])=[CH:34][C:30]=2[N:31]=[CH:32]1. (6) Given the reactants [C:1]1([C:17]2[CH:22]=[CH:21][CH:20]=[CH:19][CH:18]=2)[CH:6]=[CH:5][CH:4]=[C:3]([NH:7][C:8]2[C:9]([NH2:16])=[C:10]([CH:13]=[CH:14][CH:15]=2)[C:11]#[N:12])[CH:2]=1.[CH:23](OCC)(OCC)OCC.Cl, predict the reaction product. The product is: [C:1]1([C:17]2[CH:18]=[CH:19][CH:20]=[CH:21][CH:22]=2)[CH:6]=[CH:5][CH:4]=[C:3]([N:7]2[C:8]3[CH:15]=[CH:14][CH:13]=[C:10]([C:11]#[N:12])[C:9]=3[N:16]=[CH:23]2)[CH:2]=1. (7) Given the reactants [CH3:1][C:2]1[N:7]=[CH:6][C:5]([CH:8]=[O:9])=[CH:4][CH:3]=1.C1N2CCN(CC2)C1.[C:18]([O:22][CH2:23][CH3:24])(=[O:21])[CH:19]=[CH2:20], predict the reaction product. The product is: [CH2:23]([O:22][C:18](=[O:21])[C:19]([CH:8]([OH:9])[C:5]1[CH:6]=[N:7][C:2]([CH3:1])=[CH:3][CH:4]=1)=[CH2:20])[CH3:24]. (8) Given the reactants [F:1][C:2]([F:15])([F:14])[C:3]([C:5]1[CH:13]=[CH:12][C:8]([C:9]([OH:11])=[O:10])=[CH:7][CH:6]=1)=[O:4], predict the reaction product. The product is: [F:1][C:2]([F:14])([F:15])[CH:3]([C:5]1[CH:6]=[CH:7][C:8]([C:9]([OH:11])=[O:10])=[CH:12][CH:13]=1)[OH:4]. (9) Given the reactants CO[CH:3](OC)[N:4]([CH3:6])[CH3:5].[CH3:9][O:10][CH:11]([O:15][CH3:16])[C:12](=[O:14])[CH3:13], predict the reaction product. The product is: [CH3:3][N:4]([CH3:6])/[CH:5]=[CH:13]/[C:12](=[O:14])[CH:11]([O:15][CH3:16])[O:10][CH3:9].